This data is from Forward reaction prediction with 1.9M reactions from USPTO patents (1976-2016). The task is: Predict the product of the given reaction. (1) Given the reactants [C@H:1]1([C:7]([OH:9])=[O:8])[CH2:6][CH2:5][CH:4]=[CH:3][CH2:2]1.[Br:10]N1C(C)(C)C(=O)N(Br)C1=O.[O-2].[Ca+2].O, predict the reaction product. The product is: [Br:10][C@@H:4]1[C@@H:5]2[CH2:6][C@@H:1]([C:7](=[O:9])[O:8]2)[CH2:2][CH2:3]1. (2) Given the reactants [F:1][C:2]1[CH:7]=[CH:6][C:5]([I:8])=[CH:4][C:3]=1[N:9]1[CH:14]=[C:13]([O:15][CH3:16])[C:12](=[O:17])[C:11]([C:18](N(OC)C)=[O:19])=[N:10]1.[CH3:24][Mg+].[Br-], predict the reaction product. The product is: [C:18]([C:11]1[C:12](=[O:17])[C:13]([O:15][CH3:16])=[CH:14][N:9]([C:3]2[CH:4]=[C:5]([I:8])[CH:6]=[CH:7][C:2]=2[F:1])[N:10]=1)(=[O:19])[CH3:24]. (3) Given the reactants [C:1](Cl)(=O)[C:2]([Cl:4])=[O:3].[CH2:7]([C:10]1[N:11]([CH2:23][CH2:24][CH2:25][CH2:26]CC(O)=O)[C:12]2[C:21]3[N:20]=[CH:19][CH:18]=[CH:17][C:16]=3[N:15]=[CH:14][C:13]=2[N:22]=1)[CH2:8][CH3:9], predict the reaction product. The product is: [CH2:7]([C:10]1[N:11]([CH2:23][CH2:24][CH2:25][CH2:26][CH2:1][C:2]([Cl:4])=[O:3])[C:12]2[C:21]3[N:20]=[CH:19][CH:18]=[CH:17][C:16]=3[N:15]=[CH:14][C:13]=2[N:22]=1)[CH2:8][CH3:9]. (4) Given the reactants C1(C[P+:12](C2C=CC=CC=2)([C:19]2[CH:24]=[CH:23][CH:22]=[CH:21][CH:20]=2)[C:13]2[CH:18]=[CH:17][CH:16]=[CH:15][CH:14]=2)C2C(=CC=CC=2)C=CC=1.[H-].[Na+].C([C:35]1[CH:42]=[CH:41][C:38](C=O)=[CH:37][CH:36]=1)#N.C1C[O:46]CC1, predict the reaction product. The product is: [P:12]([C:35]1[CH:42]=[CH:41][CH:38]=[CH:37][CH:36]=1)([C:19]1[CH:24]=[CH:23][CH:22]=[CH:21][CH:20]=1)([C:13]1[CH:14]=[CH:15][CH:16]=[CH:17][CH:18]=1)=[O:46]. (5) Given the reactants [C:1]([O:5][C:6](=[O:18])[NH:7][C:8]1([C:12](=[O:17])N(OC)C)[CH2:11][CH2:10][CH2:9]1)([CH3:4])([CH3:3])[CH3:2].[CH3:19][Mg]Br.CCOCC, predict the reaction product. The product is: [C:1]([O:5][C:6](=[O:18])[NH:7][C:8]1([C:12](=[O:17])[CH3:19])[CH2:9][CH2:10][CH2:11]1)([CH3:2])([CH3:3])[CH3:4]. (6) Given the reactants [CH3:1][C:2]1[C:3]([N+:13]([O-])=O)=[C:4]([C:8]2[NH:9][CH2:10][CH2:11][N:12]=2)[CH:5]=[CH:6][CH:7]=1, predict the reaction product. The product is: [NH:12]1[CH2:11][CH2:10][N:9]=[C:8]1[C:4]1[CH:5]=[CH:6][CH:7]=[C:2]([CH3:1])[C:3]=1[NH2:13].